Dataset: Reaction yield outcomes from USPTO patents with 853,638 reactions. Task: Predict the reaction yield, written as a fraction of the theoretical maximum amount of product (1.0 means a 100% yield; for example, 0.34 means a 34% yield). (1) The reactants are [Cl:1][C:2]1[C:7]([Cl:8])=[CH:6][CH:5]=[CH:4][C:3]=1[N:9]1[CH2:14][CH2:13][N:12]([CH2:15][CH2:16][CH2:17][CH:18]=[CH:19][C:20]2[N:29]=[CH:28][C:27]3[C:26]([CH3:31])([CH3:30])[O:25][C:24](=[O:32])[NH:23][C:22]=3[CH:21]=2)[CH2:11][CH2:10]1. The catalyst is CCO.C1COCC1.CCOC(C)=O.[Ni]. The product is [Cl:1][C:2]1[C:7]([Cl:8])=[CH:6][CH:5]=[CH:4][C:3]=1[N:9]1[CH2:14][CH2:13][N:12]([CH2:15][CH2:16][CH2:17][CH2:18][CH2:19][C:20]2[N:29]=[CH:28][C:27]3[C:26]([CH3:30])([CH3:31])[O:25][C:24](=[O:32])[NH:23][C:22]=3[CH:21]=2)[CH2:11][CH2:10]1. The yield is 0.440. (2) The reactants are [NH2:1][C:2]1[C:3]([NH:9][C@@H:10]([CH3:13])[CH2:11][OH:12])=[N:4][CH:5]=[C:6]([Br:8])[CH:7]=1.[C:14]1([CH3:24])[CH:19]=[CH:18][C:17]([S:20](Cl)(=[O:22])=[O:21])=[CH:16][CH:15]=1. The catalyst is N1C=CC=CC=1. The product is [Br:8][C:6]1[CH:7]=[C:2]([NH:1][S:20]([C:17]2[CH:18]=[CH:19][C:14]([CH3:24])=[CH:15][CH:16]=2)(=[O:22])=[O:21])[C:3]([NH:9][C@@H:10]([CH3:13])[CH2:11][OH:12])=[N:4][CH:5]=1. The yield is 0.900. (3) The reactants are Br[C:2]1[CH:3]=[C:4]([N:22]([CH2:29][CH3:30])[CH:23]2[CH2:28][CH2:27][O:26][CH2:25][CH2:24]2)[C:5]([CH3:21])=[C:6]([CH:20]=1)[C:7]([NH:9][CH2:10][C:11]1[C:12](=[O:19])[NH:13][C:14]([CH3:18])=[CH:15][C:16]=1[CH3:17])=[O:8].[O:31]1[CH2:36][CH2:35][N:34]([C:37]([C:39]2[CH:44]=[CH:43][C:42](B3OC(C)(C)C(C)(C)O3)=[CH:41][CH:40]=2)=[O:38])[CH2:33][CH2:32]1.C([O-])([O-])=O.[Na+].[Na+]. The catalyst is O1CCOCC1.O.C1C=CC([P]([Pd]([P](C2C=CC=CC=2)(C2C=CC=CC=2)C2C=CC=CC=2)([P](C2C=CC=CC=2)(C2C=CC=CC=2)C2C=CC=CC=2)[P](C2C=CC=CC=2)(C2C=CC=CC=2)C2C=CC=CC=2)(C2C=CC=CC=2)C2C=CC=CC=2)=CC=1. The product is [CH3:17][C:16]1[CH:15]=[C:14]([CH3:18])[NH:13][C:12](=[O:19])[C:11]=1[CH2:10][NH:9][C:7]([C:6]1[CH:20]=[C:2]([C:42]2[CH:41]=[CH:40][C:39]([C:37]([N:34]3[CH2:35][CH2:36][O:31][CH2:32][CH2:33]3)=[O:38])=[CH:44][CH:43]=2)[CH:3]=[C:4]([N:22]([CH2:29][CH3:30])[CH:23]2[CH2:28][CH2:27][O:26][CH2:25][CH2:24]2)[C:5]=1[CH3:21])=[O:8]. The yield is 0.680. (4) The reactants are C(O)(C(F)(F)F)=O.C([O:12][C:13]([C:15]1[CH:16]=[C:17]([C:21]2[N:30]=[C:29]([NH:31][C:32]([C:34]3([C:37]4[CH:47]=[CH:46][C:40]5[O:41][C:42]([F:45])([F:44])[O:43][C:39]=5[CH:38]=4)[CH2:36][CH2:35]3)=[O:33])[CH:28]=[CH:27][C:22]=2[C:23]([O:25][CH3:26])=[O:24])[CH:18]=[CH:19][CH:20]=1)=[O:14])(C)(C)C. The catalyst is C(Cl)Cl.C([O-])(O)=O.[Na+]. The product is [F:45][C:42]1([F:44])[O:41][C:40]2[CH:46]=[CH:47][C:37]([C:34]3([C:32]([NH:31][C:29]4[N:30]=[C:21]([C:17]5[CH:16]=[C:15]([CH:20]=[CH:19][CH:18]=5)[C:13]([OH:14])=[O:12])[C:22]([C:23]([O:25][CH3:26])=[O:24])=[CH:27][CH:28]=4)=[O:33])[CH2:36][CH2:35]3)=[CH:38][C:39]=2[O:43]1. The yield is 0.910. (5) No catalyst specified. The reactants are [NH2:1][C@H:2]([C:13]1[N:18]([C:19]2[CH:24]=[CH:23][CH:22]=[CH:21][CH:20]=2)[C:17](=[O:25])[C:16]2=[CH:26][CH:27]=[CH:28][N:15]2[N:14]=1)[CH2:3][CH2:4][S:5][CH2:6][C:7]1[CH:12]=[CH:11][CH:10]=[CH:9][CH:8]=1.[NH2:29][C:30]1[C:35]([C:36]#[N:37])=[C:34](Cl)[N:33]=[CH:32][N:31]=1.C(N(CC)C(C)C)(C)C. The product is [NH2:29][C:30]1[C:35]([C:36]#[N:37])=[C:34]([NH:1][C@H:2]([C:13]2[N:18]([C:19]3[CH:24]=[CH:23][CH:22]=[CH:21][CH:20]=3)[C:17](=[O:25])[C:16]3=[CH:26][CH:27]=[CH:28][N:15]3[N:14]=2)[CH2:3][CH2:4][S:5][CH2:6][C:7]2[CH:8]=[CH:9][CH:10]=[CH:11][CH:12]=2)[N:33]=[CH:32][N:31]=1. The yield is 0.660. (6) The product is [O:1]1[CH2:5][CH2:4][O:3][CH:2]1[CH2:6][CH2:7][C:8]1[CH:13]=[C:12]([F:14])[C:11]([C:27]2[CH:26]=[CH:25][C:22]([C:23]#[N:24])=[C:21]([F:20])[CH:28]=2)=[C:10]([F:19])[CH:9]=1. The yield is 0.610. The reactants are [O:1]1[CH2:5][CH2:4][O:3][CH:2]1[CH2:6][CH2:7][C:8]1[CH:13]=[C:12]([F:14])[C:11](OB(O)O)=[C:10]([F:19])[CH:9]=1.[F:20][C:21]1[CH:28]=[C:27](Br)[CH:26]=[CH:25][C:22]=1[C:23]#[N:24].C(N(CC)CC)C.C1(P(C2C=CC=CC=2)C2C=CC=CC=2)C=CC=CC=1. The catalyst is C([O-])(=O)C.[Pd+2].C([O-])(=O)C.CN(C=O)C.